This data is from Catalyst prediction with 721,799 reactions and 888 catalyst types from USPTO. The task is: Predict which catalyst facilitates the given reaction. Reactant: [CH3:1][O:2][SiH:3]([O:6][CH3:7])[O:4][CH3:5].[CH2:8]([NH:10][CH2:11][C:12](=[CH2:14])[CH3:13])[CH3:9].CO. Product: [CH2:8]([NH:10][CH2:11][CH:12]([CH3:14])[CH2:13][Si:3]([O:6][CH3:7])([O:4][CH3:5])[O:2][CH3:1])[CH3:9]. The catalyst class is: 11.